Dataset: Full USPTO retrosynthesis dataset with 1.9M reactions from patents (1976-2016). Task: Predict the reactants needed to synthesize the given product. (1) Given the product [Br:1][C:25]1[N:21]([C:14]2[C:15]3[C:20](=[CH:19][CH:18]=[CH:17][CH:16]=3)[C:11]([C:9]#[N:10])=[CH:12][CH:13]=2)[C:22]([S:26][CH2:27][C:28]([O:30][CH2:31][CH3:32])=[O:29])=[N:23][CH:24]=1, predict the reactants needed to synthesize it. The reactants are: [Br:1]N1C(=O)CCC1=O.[C:9]([C:11]1[C:20]2[C:15](=[CH:16][CH:17]=[CH:18][CH:19]=2)[C:14]([N:21]2[CH:25]=[CH:24][N:23]=[C:22]2[S:26][CH2:27][C:28]([O:30][CH2:31][CH3:32])=[O:29])=[CH:13][CH:12]=1)#[N:10]. (2) Given the product [O:23]1[C:32]2[CH:31]=[C:30]([CH2:33][NH:1][CH:2]3[CH2:3][CH2:4][N:5]([CH2:8][CH2:9][N:10]4[C:15]5[CH:16]=[C:17]([O:20][CH3:21])[CH:18]=[CH:19][C:14]=5[S:13][CH2:12][C:11]4=[O:22])[CH2:6][CH2:7]3)[N:29]=[CH:28][C:27]=2[O:26][CH2:25][CH2:24]1, predict the reactants needed to synthesize it. The reactants are: [NH2:1][CH:2]1[CH2:7][CH2:6][N:5]([CH2:8][CH2:9][N:10]2[C:15]3[CH:16]=[C:17]([O:20][CH3:21])[CH:18]=[CH:19][C:14]=3[S:13][CH2:12][C:11]2=[O:22])[CH2:4][CH2:3]1.[O:23]1[C:32]2[CH:31]=[C:30]([CH:33]=O)[N:29]=[CH:28][C:27]=2[O:26][CH2:25][CH2:24]1.C([BH3-])#N.[Na+]. (3) Given the product [OH:3][CH2:4][C:5]1[CH:10]=[CH:9][C:8]([N:11]2[C:15]([NH:16][C:17]([NH:19][C:20]3[C:29]4[C:24](=[CH:25][CH:26]=[CH:27][CH:28]=4)[CH:23]=[CH:22][CH:21]=3)=[O:18])=[CH:14][C:13]([CH:30]([CH3:32])[CH3:31])=[N:12]2)=[CH:7][CH:6]=1, predict the reactants needed to synthesize it. The reactants are: C([O:3][C:4](=O)[C:5]1[CH:10]=[CH:9][C:8]([N:11]2[C:15]([NH:16][C:17]([NH:19][C:20]3[C:29]4[C:24](=[CH:25][CH:26]=[CH:27][CH:28]=4)[CH:23]=[CH:22][CH:21]=3)=[O:18])=[CH:14][C:13]([C:30](C)([CH3:32])[CH3:31])=[N:12]2)=[CH:7][CH:6]=1)C.[H-].[H-].[H-].[H-].[Li+].[Al+3].